This data is from Forward reaction prediction with 1.9M reactions from USPTO patents (1976-2016). The task is: Predict the product of the given reaction. (1) The product is: [CH3:25][O:24][C:19]1[C:18]([C:29]2[CH:30]=[CH:31][C:32]([N+:34]([O-:36])=[O:35])=[CH:33][C:28]=2[O:27][CH3:26])=[CH:23][N:22]=[CH:21][N:20]=1. Given the reactants CC1C=CN=CC=1C1C=CC=C2C=1C=NN2.I[C:18]1[C:19]([O:24][CH3:25])=[N:20][CH:21]=[N:22][CH:23]=1.[CH3:26][O:27][C:28]1[CH:33]=[C:32]([N+:34]([O-:36])=[O:35])[CH:31]=[CH:30][C:29]=1B1OC(C)(C)C(C)(C)O1.CC1(C)C(C)(C)OB(C2C=CC([N+]([O-])=O)=CC=2C)O1, predict the reaction product. (2) The product is: [F:27][C:28]1[C:33]([F:34])=[CH:32][CH:31]=[CH:30][C:29]=1[C@@H:35]1[CH2:45][CH2:44][C@H:43]([OH:46])[C:38]2=[N:39][CH:40]=[CH:41][CH:42]=[C:37]2[C@H:36]1[NH:47][C:48](=[O:54])[O:49][C:50]([CH3:52])([CH3:51])[CH3:53]. Given the reactants CC(OC(/N=N/C(OC(C)C)=O)=O)C.[N+](C1C=CC(C(O)=O)=CC=1)([O-])=O.[F:27][C:28]1[C:33]([F:34])=[CH:32][CH:31]=[CH:30][C:29]=1[C@@H:35]1[CH2:45][CH2:44][C@@H:43]([OH:46])[C:38]2=[N:39][CH:40]=[CH:41][CH:42]=[C:37]2[C@H:36]1[NH:47][C:48](=[O:54])[O:49][C:50]([CH3:53])([CH3:52])[CH3:51].[OH-].[Li+], predict the reaction product. (3) Given the reactants [N+:1]([C:4]1[CH:22]=[C:21]([N+:23]([O-:25])=[O:24])[CH:20]=[CH:19][C:5]=1[NH:6][C@@H:7]([C:13]1[CH:18]=[CH:17][CH:16]=[CH:15][CH:14]=1)[CH2:8][C:9]([O:11][CH3:12])=[O:10])([O-])=O.C([O-])=O.[NH4+], predict the reaction product. The product is: [NH2:1][C:4]1[CH:22]=[C:21]([N+:23]([O-:25])=[O:24])[CH:20]=[CH:19][C:5]=1[NH:6][C@@H:7]([C:13]1[CH:18]=[CH:17][CH:16]=[CH:15][CH:14]=1)[CH2:8][C:9]([O:11][CH3:12])=[O:10].